From a dataset of Full USPTO retrosynthesis dataset with 1.9M reactions from patents (1976-2016). Predict the reactants needed to synthesize the given product. (1) Given the product [Cl:1][C:2]1[N:11]=[C:10]([NH2:13])[C:9]2[C:4](=[CH:5][CH:6]=[CH:7][CH:8]=2)[N:3]=1, predict the reactants needed to synthesize it. The reactants are: [Cl:1][C:2]1[N:11]=[C:10](Cl)[C:9]2[C:4](=[CH:5][CH:6]=[CH:7][CH:8]=2)[N:3]=1.[NH3:13]. (2) Given the product [NH2:30][C:29]1[CH:31]=[CH:32][C:26]([CH2:25][CH2:24][NH:23][C:2]2[C:3]3[C:10]([C:11]4[CH:16]=[CH:15][CH:14]=[CH:13][CH:12]=4)=[C:9]([C:17]4[CH:22]=[CH:21][CH:20]=[CH:19][CH:18]=4)[O:8][C:4]=3[N:5]=[CH:6][N:7]=2)=[CH:27][CH:28]=1, predict the reactants needed to synthesize it. The reactants are: Cl[C:2]1[C:3]2[C:10]([C:11]3[CH:16]=[CH:15][CH:14]=[CH:13][CH:12]=3)=[C:9]([C:17]3[CH:22]=[CH:21][CH:20]=[CH:19][CH:18]=3)[O:8][C:4]=2[N:5]=[CH:6][N:7]=1.[NH2:23][CH2:24][CH2:25][C:26]1[CH:32]=[CH:31][C:29]([NH2:30])=[CH:28][CH:27]=1. (3) The reactants are: [CH3:1][C:2]1[N:7]=[CH:6][C:5]([N:8]2[CH:12]=[C:11]([C:13]3[S:14][CH:15]=[CH:16][CH:17]=3)[N:10]=[C:9]2[C:18]2[CH:23]=[CH:22][C:21]([NH:24][C:25]3[C:30]([N+:31]([O-])=O)=[CH:29][CH:28]=[CH:27][N:26]=3)=[CH:20][CH:19]=2)=[CH:4][CH:3]=1.[H][H]. Given the product [CH3:1][C:2]1[N:7]=[CH:6][C:5]([N:8]2[CH:12]=[C:11]([C:13]3[S:14][CH:15]=[CH:16][CH:17]=3)[N:10]=[C:9]2[C:18]2[CH:19]=[CH:20][C:21]([NH:24][C:25]3[C:30]([NH2:31])=[CH:29][CH:28]=[CH:27][N:26]=3)=[CH:22][CH:23]=2)=[CH:4][CH:3]=1, predict the reactants needed to synthesize it. (4) Given the product [Br:1][C:2]1[CH:3]=[C:4]2[C:9](=[CH:10][CH:11]=1)[N:8]=[C:7]([NH2:23])[N:6]=[C:5]2[C:13]1[CH:18]=[CH:17][C:16]([O:19][CH3:20])=[C:15]([O:21][CH3:22])[CH:14]=1, predict the reactants needed to synthesize it. The reactants are: [Br:1][C:2]1[CH:3]=[C:4]2[C:9](=[CH:10][CH:11]=1)[N:8]=[C:7](Cl)[N:6]=[C:5]2[C:13]1[CH:18]=[CH:17][C:16]([O:19][CH3:20])=[C:15]([O:21][CH3:22])[CH:14]=1.[NH3:23]. (5) The reactants are: [F:1][C:2]1[CH:3]=[C:4]([CH:7]=[CH:8][CH:9]=1)[CH2:5][NH2:6].[C:10]([N:17]1[CH2:22][CH2:21][C:20](=O)[CH2:19][CH2:18]1)([O:12][C:13]([CH3:16])([CH3:15])[CH3:14])=[O:11]. Given the product [C:13]([O:12][C:10]([N:17]1[CH2:22][CH2:21][CH:20]([NH:6][CH2:5][C:4]2[CH:7]=[CH:8][CH:9]=[C:2]([F:1])[CH:3]=2)[CH2:19][CH2:18]1)=[O:11])([CH3:16])([CH3:14])[CH3:15], predict the reactants needed to synthesize it.